Dataset: Forward reaction prediction with 1.9M reactions from USPTO patents (1976-2016). Task: Predict the product of the given reaction. The product is: [F:43][C:2]([F:1])([F:42])[C@H:3]([N:29]1[CH2:33][CH2:32][C@H:31]([NH2:34])[CH2:30]1)[C:4]1[CH:5]=[CH:6][C:7]2[N:8]([C:10]([C:13]3[C:22]([F:23])=[CH:21][C:20]4[C:15](=[CH:16][C:17]([O:24][CH2:25][CH2:26][O:27][CH3:28])=[CH:18][CH:19]=4)[N:14]=3)=[N:11][N:12]=2)[CH:9]=1. Given the reactants [F:1][C:2]([F:43])([F:42])[C@H:3]([N:29]1[CH2:33][CH2:32][C@H:31]([NH:34]C(=O)OC(C)(C)C)[CH2:30]1)[C:4]1[CH:5]=[CH:6][C:7]2[N:8]([C:10]([C:13]3[C:22]([F:23])=[CH:21][C:20]4[C:15](=[CH:16][C:17]([O:24][CH2:25][CH2:26][O:27][CH3:28])=[CH:18][CH:19]=4)[N:14]=3)=[N:11][N:12]=2)[CH:9]=1.Cl, predict the reaction product.